Task: Predict the product of the given reaction.. Dataset: Forward reaction prediction with 1.9M reactions from USPTO patents (1976-2016) (1) Given the reactants Br[C:2]1[CH:22]=[CH:21][C:5]([CH2:6][N:7]([CH3:20])[C:8](=[O:19])[CH2:9][CH2:10][NH:11][C:12](=[O:18])[O:13][C:14]([CH3:17])([CH3:16])[CH3:15])=[CH:4][C:3]=1[Cl:23].[B:24]1([B:24]2[O:28][C:27]([CH3:30])([CH3:29])[C:26]([CH3:32])([CH3:31])[O:25]2)[O:28][C:27]([CH3:30])([CH3:29])[C:26]([CH3:32])([CH3:31])[O:25]1.C([O-])(=O)C.[K+], predict the reaction product. The product is: [Cl:23][C:3]1[CH:4]=[C:5]([CH:21]=[CH:22][C:2]=1[B:24]1[O:28][C:27]([CH3:30])([CH3:29])[C:26]([CH3:32])([CH3:31])[O:25]1)[CH2:6][N:7]([CH3:20])[C:8](=[O:19])[CH2:9][CH2:10][NH:11][C:12](=[O:18])[O:13][C:14]([CH3:17])([CH3:16])[CH3:15]. (2) The product is: [F:22][C:18]1[CH:17]=[C:16]2[C:21](=[CH:20][CH:19]=1)[CH:13]([NH:12][C:7]1[CH:6]=[CH:5][C:4]3[C:9](=[CH:10][CH:11]=[C:2]([NH:23][C:24]4[CH:29]=[CH:28][CH:27]=[C:26]([CH3:30])[N:25]=4)[CH:3]=3)[N:8]=1)[CH2:14][CH2:15]2. Given the reactants Br[C:2]1[CH:3]=[C:4]2[C:9](=[CH:10][CH:11]=1)[N:8]=[C:7]([NH:12][CH:13]1[C:21]3[C:16](=[CH:17][C:18]([F:22])=[CH:19][CH:20]=3)[CH2:15][CH2:14]1)[CH:6]=[CH:5]2.[NH2:23][C:24]1[CH:29]=[CH:28][CH:27]=[C:26]([CH3:30])[N:25]=1, predict the reaction product. (3) Given the reactants [NH:1]([C:30]([CH2:32][CH2:33][CH2:34][CH2:35][CH2:36][CH2:37][CH3:38])=[O:31])[C@H:2]([C:18]([NH:20][C@H:21]([C:26]([O:28]C)=[O:27])[CH2:22][CH:23]([CH3:25])[CH3:24])=[O:19])[CH2:3][C:4]1[CH:9]=[CH:8][C:7]([O:10][CH2:11][C:12]2[CH:17]=[CH:16][CH:15]=[CH:14][CH:13]=2)=[CH:6][CH:5]=1.O.O.[OH-].[Li+].Cl, predict the reaction product. The product is: [NH:1]([C:30]([CH2:32][CH2:33][CH2:34][CH2:35][CH2:36][CH2:37][CH3:38])=[O:31])[C@H:2]([C:18]([NH:20][C@H:21]([C:26]([OH:28])=[O:27])[CH2:22][CH:23]([CH3:25])[CH3:24])=[O:19])[CH2:3][C:4]1[CH:5]=[CH:6][C:7]([O:10][CH2:11][C:12]2[CH:17]=[CH:16][CH:15]=[CH:14][CH:13]=2)=[CH:8][CH:9]=1. (4) Given the reactants Cl[C:2]1[N:7]=[C:6]([O:8][CH3:9])[N:5]=[C:4]([C:10]2[CH:22]=[CH:21][C:13]3[N:14]=[C:15]([NH:17][C:18](=[O:20])[CH3:19])[S:16][C:12]=3[CH:11]=2)[CH:3]=1.[Cl:23][C:24]1[CH:29]=[C:28]([Cl:30])[CH:27]=[CH:26][C:25]=1[CH2:31][CH2:32][NH2:33].C([O-])([O-])=O.[K+].[K+].O, predict the reaction product. The product is: [Cl:23][C:24]1[CH:29]=[C:28]([Cl:30])[CH:27]=[CH:26][C:25]=1[CH2:31][CH2:32][NH:33][C:2]1[N:7]=[C:6]([O:8][CH3:9])[N:5]=[C:4]([C:10]2[CH:22]=[CH:21][C:13]3[N:14]=[C:15]([NH:17][C:18](=[O:20])[CH3:19])[S:16][C:12]=3[CH:11]=2)[CH:3]=1. (5) Given the reactants [CH3:1][O:2][C:3](=[O:66])[NH:4][CH:5]([CH:60]1[CH2:65][CH2:64][NH:63][CH2:62][CH2:61]1)[C:6]([N:8]1[CH2:12][CH2:11][CH2:10][CH:9]1[C:13]1[NH:17][C:16]2[C:18]3[C:23]([CH2:24][CH2:25][C:15]=2[N:14]=1)=[CH:22][C:21]([C:26]1[CH:35]=[CH:34][C:33]2[C:28](=[CH:29][CH:30]=[C:31]([C:36]4[NH:37][C:38]([CH:41]5[CH2:45][CH2:44][CH2:43][N:42]5[C:46](=[O:59])[CH:47]([NH:54][C:55]([O:57][CH3:58])=[O:56])[C:48]5[CH:53]=[CH:52][CH:51]=[CH:50][CH:49]=5)=[N:39][CH:40]=4)[CH:32]=2)[CH:27]=1)=[CH:20][CH:19]=3)=[O:7].CCN(C(C)C)C(C)C.[CH3:76][S:77](O[S:77]([CH3:76])(=[O:79])=[O:78])(=[O:79])=[O:78], predict the reaction product. The product is: [CH3:1][O:2][C:3](=[O:66])[NH:4][CH:5]([CH:60]1[CH2:65][CH2:64][N:63]([S:77]([CH3:76])(=[O:79])=[O:78])[CH2:62][CH2:61]1)[C:6]([N:8]1[CH2:12][CH2:11][CH2:10][CH:9]1[C:13]1[NH:17][C:16]2[C:18]3[C:23]([CH2:24][CH2:25][C:15]=2[N:14]=1)=[CH:22][C:21]([C:26]1[CH:35]=[CH:34][C:33]2[C:28](=[CH:29][CH:30]=[C:31]([C:36]4[NH:37][C:38]([CH:41]5[CH2:45][CH2:44][CH2:43][N:42]5[C:46](=[O:59])[CH:47]([NH:54][C:55]([O:57][CH3:58])=[O:56])[C:48]5[CH:49]=[CH:50][CH:51]=[CH:52][CH:53]=5)=[N:39][CH:40]=4)[CH:32]=2)[CH:27]=1)=[CH:20][CH:19]=3)=[O:7].